The task is: Regression. Given two drug SMILES strings and cell line genomic features, predict the synergy score measuring deviation from expected non-interaction effect.. This data is from NCI-60 drug combinations with 297,098 pairs across 59 cell lines. (1) Drug 1: CC12CCC(CC1=CCC3C2CCC4(C3CC=C4C5=CN=CC=C5)C)O. Drug 2: C1CN(CCN1C(=O)CCBr)C(=O)CCBr. Cell line: MCF7. Synergy scores: CSS=14.4, Synergy_ZIP=-6.25, Synergy_Bliss=-0.305, Synergy_Loewe=-2.24, Synergy_HSA=0.348. (2) Drug 1: CCC1(CC2CC(C3=C(CCN(C2)C1)C4=CC=CC=C4N3)(C5=C(C=C6C(=C5)C78CCN9C7C(C=CC9)(C(C(C8N6C=O)(C(=O)OC)O)OC(=O)C)CC)OC)C(=O)OC)O.OS(=O)(=O)O. Drug 2: C1CNP(=O)(OC1)N(CCCl)CCCl. Cell line: SK-MEL-28. Synergy scores: CSS=4.06, Synergy_ZIP=-2.86, Synergy_Bliss=-2.66, Synergy_Loewe=-0.527, Synergy_HSA=-0.441.